From a dataset of Catalyst prediction with 721,799 reactions and 888 catalyst types from USPTO. Predict which catalyst facilitates the given reaction. (1) The catalyst class is: 137. Product: [NH:8]1[CH2:9][CH:10]=[C:11]([C:14]2[CH:15]=[CH:16][C:17]([NH:20][C:21]([N:23]3[CH2:24][CH2:25][CH:26]([C:29]4[C:38]5[C:33](=[CH:34][C:35]([O:41][CH3:42])=[C:36]([O:39][CH3:40])[CH:37]=5)[N:32]=[CH:31][N:30]=4)[CH2:27][CH2:28]3)=[O:22])=[CH:18][CH:19]=2)[CH2:12][CH2:13]1. Reactant: C(OC([N:8]1[CH2:13][CH:12]=[C:11]([C:14]2[CH:19]=[CH:18][C:17]([NH:20][C:21]([N:23]3[CH2:28][CH2:27][CH:26]([C:29]4[C:38]5[C:33](=[CH:34][C:35]([O:41][CH3:42])=[C:36]([O:39][CH3:40])[CH:37]=5)[N:32]=[CH:31][N:30]=4)[CH2:25][CH2:24]3)=[O:22])=[CH:16][CH:15]=2)[CH2:10][CH2:9]1)=O)(C)(C)C. (2) Reactant: C(OC(=O)[NH:7][C@@H:8]([C:10]1[CH:11]=[N+:12]([O-:20])[C:13]([C:16]([F:19])([F:18])[F:17])=[CH:14][CH:15]=1)[CH3:9])(C)(C)C.[ClH:22]. Product: [ClH:22].[O-:20][N+:12]1[C:13]([C:16]([F:17])([F:18])[F:19])=[CH:14][CH:15]=[C:10]([C@H:8]([NH2:7])[CH3:9])[CH:11]=1. The catalyst class is: 12. (3) Reactant: [C:1]([OH:8])(=[O:7])/[CH:2]=[CH:3]\[C:4]([OH:6])=[O:5].[CH2:9]([C:11]1[C:15]([S:16][C:17]2[CH:22]=[CH:21][C:20]([F:23])=[CH:19][CH:18]=2)=[C:14]([CH2:24][CH3:25])[N:13]([CH2:26][CH2:27][N:28]([CH3:30])[CH3:29])[N:12]=1)[CH3:10]. Product: [CH2:9]([C:11]1[C:15]([S:16][C:17]2[CH:22]=[CH:21][C:20]([F:23])=[CH:19][CH:18]=2)=[C:14]([CH2:24][CH3:25])[N:13]([CH2:26][CH2:27][N:28]([CH3:30])[CH3:29])[N:12]=1)[CH3:10].[C:1]([OH:8])(=[O:7])/[CH:2]=[CH:3]\[C:4]([OH:6])=[O:5]. The catalyst class is: 28. (4) Product: [CH3:1][O:2][C:3](=[O:26])[CH2:4][CH2:5][CH2:6][CH2:7][CH2:8][CH2:9][N:10]1[C:15](=[O:16])[CH2:14][CH2:13][CH2:12][C@@H:11]1[CH2:17][CH2:18][CH:19]([OH:25])[CH2:20][CH2:21][CH2:22][CH2:23][CH3:24]. The catalyst class is: 43. Reactant: [CH3:1][O:2][C:3](=[O:26])[CH2:4][CH2:5][CH2:6][CH2:7][CH2:8][CH2:9][N:10]1[C:15](=[O:16])[CH2:14][CH2:13][CH2:12][C@@H:11]1/[CH:17]=[CH:18]/[CH:19]([OH:25])[CH2:20][CH2:21][CH2:22][CH2:23][CH3:24].[H][H].